From a dataset of Forward reaction prediction with 1.9M reactions from USPTO patents (1976-2016). Predict the product of the given reaction. (1) Given the reactants [CH3:1][O:2][C:3]([C:5]1([CH2:17][CH:18]=O)[CH2:9][CH2:8][CH2:7][N:6]1[C:10]([O:12][C:13]([CH3:16])([CH3:15])[CH3:14])=[O:11])=[O:4].Cl.[CH3:21][O:22][C:23](=[O:27])[C@H:24]([CH3:26])[NH2:25].C(N(CC)CC)C, predict the reaction product. The product is: [CH3:1][O:2][C:3]([C:5]1([CH2:17][CH2:18][NH:25][C@H:24]([C:23]([O:22][CH3:21])=[O:27])[CH3:26])[CH2:9][CH2:8][CH2:7][N:6]1[C:10]([O:12][C:13]([CH3:14])([CH3:15])[CH3:16])=[O:11])=[O:4]. (2) Given the reactants [CH3:1][O:2][C:3]1[CH:8]=[CH:7][C:6]([NH:9][C:10]([NH2:12])=[S:11])=[CH:5][CH:4]=1.Cl[CH2:14][CH:15]=O, predict the reaction product. The product is: [CH3:1][O:2][C:3]1[CH:4]=[CH:5][C:6]([NH:9][C:10]2[S:11][CH:14]=[CH:15][N:12]=2)=[CH:7][CH:8]=1. (3) Given the reactants [Br:1][C:2]1[CH:3]=[C:4]([CH3:16])[C:5]([C:8]2[CH2:13][CH2:12][CH:11]([NH:14][CH3:15])[CH2:10][CH:9]=2)=[N:6][CH:7]=1.[F:24][C:23]([F:26])([F:25])[C:22](O[C:22](=[O:27])[C:23]([F:26])([F:25])[F:24])=[O:27].O.C(N(CC)CC)C, predict the reaction product. The product is: [Br:1][C:2]1[CH:3]=[C:4]([CH3:16])[C:5]([C:8]2[CH2:13][CH2:12][CH:11]([N:14]([CH3:15])[C:22](=[O:27])[C:23]([F:24])([F:25])[F:26])[CH2:10][CH:9]=2)=[N:6][CH:7]=1.